Dataset: Forward reaction prediction with 1.9M reactions from USPTO patents (1976-2016). Task: Predict the product of the given reaction. (1) Given the reactants Br[CH2:2][CH2:3][O:4][C:5]1[CH:6]=[C:7]([CH:24]=[CH:25][C:26]=1[CH2:27][S:28]([CH3:31])(=[O:30])=[O:29])[C:8]([NH:10][C:11]1[CH:16]=[CH:15][C:14]([Cl:17])=[C:13]([C:18]2[CH:23]=[CH:22][CH:21]=[CH:20][N:19]=2)[CH:12]=1)=[O:9].C(=O)([O-])[O-].[K+].[K+].[NH:38]1[CH2:43][CH2:42][NH:41][CH2:40][C:39]1=[O:44], predict the reaction product. The product is: [Cl:17][C:14]1[CH:15]=[CH:16][C:11]([NH:10][C:8](=[O:9])[C:7]2[CH:24]=[CH:25][C:26]([CH2:27][S:28]([CH3:31])(=[O:30])=[O:29])=[C:5]([O:4][CH2:3][CH2:2][N:41]3[CH2:42][CH2:43][NH:38][C:39](=[O:44])[CH2:40]3)[CH:6]=2)=[CH:12][C:13]=1[C:18]1[CH:23]=[CH:22][CH:21]=[CH:20][N:19]=1. (2) Given the reactants Cl[C:2]1[CH:7]=[C:6]([C:8]2[CH:13]=[C:12]([Br:14])[CH:11]=[CH:10][C:9]=2[O:15][CH2:16][CH3:17])[N:5]=[C:4]([NH2:18])[N:3]=1.[NH2:19][C:20]1[CH:25]=[CH:24][C:23]([CH:26]([OH:31])[C:27]([F:30])([F:29])[F:28])=[CH:22][CH:21]=1, predict the reaction product. The product is: [NH2:18][C:4]1[N:3]=[C:2]([NH:19][C:20]2[CH:25]=[CH:24][C:23]([CH:26]([OH:31])[C:27]([F:28])([F:29])[F:30])=[CH:22][CH:21]=2)[CH:7]=[C:6]([C:8]2[CH:13]=[C:12]([Br:14])[CH:11]=[CH:10][C:9]=2[O:15][CH2:16][CH3:17])[N:5]=1.